Regression. Given two drug SMILES strings and cell line genomic features, predict the synergy score measuring deviation from expected non-interaction effect. From a dataset of NCI-60 drug combinations with 297,098 pairs across 59 cell lines. (1) Drug 1: CC1=C2C(C(=O)C3(C(CC4C(C3C(C(C2(C)C)(CC1OC(=O)C(C(C5=CC=CC=C5)NC(=O)C6=CC=CC=C6)O)O)OC(=O)C7=CC=CC=C7)(CO4)OC(=O)C)O)C)OC(=O)C. Drug 2: B(C(CC(C)C)NC(=O)C(CC1=CC=CC=C1)NC(=O)C2=NC=CN=C2)(O)O. Cell line: NCI-H460. Synergy scores: CSS=90.1, Synergy_ZIP=2.30, Synergy_Bliss=0.576, Synergy_Loewe=0.325, Synergy_HSA=3.02. (2) Cell line: SF-295. Synergy scores: CSS=19.6, Synergy_ZIP=-0.864, Synergy_Bliss=6.35, Synergy_Loewe=5.64, Synergy_HSA=6.21. Drug 1: CCCS(=O)(=O)NC1=C(C(=C(C=C1)F)C(=O)C2=CNC3=C2C=C(C=N3)C4=CC=C(C=C4)Cl)F. Drug 2: CS(=O)(=O)C1=CC(=C(C=C1)C(=O)NC2=CC(=C(C=C2)Cl)C3=CC=CC=N3)Cl. (3) Drug 1: C1=CC=C(C(=C1)C(C2=CC=C(C=C2)Cl)C(Cl)Cl)Cl. Drug 2: CN(C(=O)NC(C=O)C(C(C(CO)O)O)O)N=O. Cell line: MOLT-4. Synergy scores: CSS=4.14, Synergy_ZIP=1.17, Synergy_Bliss=4.32, Synergy_Loewe=3.98, Synergy_HSA=3.48. (4) Drug 1: C1CC(=O)NC(=O)C1N2C(=O)C3=CC=CC=C3C2=O. Drug 2: C(CCl)NC(=O)N(CCCl)N=O. Cell line: TK-10. Synergy scores: CSS=17.3, Synergy_ZIP=-3.48, Synergy_Bliss=3.68, Synergy_Loewe=0.704, Synergy_HSA=3.58. (5) Drug 1: C1CCC(CC1)NC(=O)N(CCCl)N=O. Drug 2: CCN(CC)CCNC(=O)C1=C(NC(=C1C)C=C2C3=C(C=CC(=C3)F)NC2=O)C. Cell line: HCT116. Synergy scores: CSS=12.7, Synergy_ZIP=-3.56, Synergy_Bliss=-1.95, Synergy_Loewe=-1.16, Synergy_HSA=-1.53. (6) Drug 1: CC1=C(C=C(C=C1)NC2=NC=CC(=N2)N(C)C3=CC4=NN(C(=C4C=C3)C)C)S(=O)(=O)N.Cl. Drug 2: COC1=NC(=NC2=C1N=CN2C3C(C(C(O3)CO)O)O)N. Cell line: OVCAR-5. Synergy scores: CSS=2.31, Synergy_ZIP=1.10, Synergy_Bliss=2.38, Synergy_Loewe=0.392, Synergy_HSA=0.374.